Dataset: Forward reaction prediction with 1.9M reactions from USPTO patents (1976-2016). Task: Predict the product of the given reaction. (1) The product is: [CH3:8][O:9][C:10]1[CH:11]=[C:12]2[C:13]([C:18]([OH:24])=[CH:19][C:7]([C:1]3[CH:6]=[CH:5][CH:4]=[CH:3][CH:2]=3)=[N:16]2)=[CH:14][CH:15]=1. Given the reactants [C:1]1([CH3:7])[CH:6]=[CH:5][CH:4]=[CH:3][CH:2]=1.[CH3:8][O:9][C:10]1[CH:15]=[CH:14][CH:13]=[C:12]([NH2:16])[CH:11]=1.Cl.[C:18]1([O:24]C2C=CC=CC=2)C=CC=C[CH:19]=1, predict the reaction product. (2) Given the reactants C[Si]([C:5]#[C:6][C:7]1[CH:8]=[CH:9][CH:10]=[C:11]2[C:15]=1[C:14](=[O:16])[NH:13][CH2:12]2)(C)C.CCCC[N+](CCCC)(CCCC)CCCC.[F-], predict the reaction product. The product is: [C:6]([C:7]1[CH:8]=[CH:9][CH:10]=[C:11]2[C:15]=1[C:14](=[O:16])[NH:13][CH2:12]2)#[CH:5]. (3) Given the reactants [N:1]1[C:10]2[CH:9]([NH:11][CH2:12][CH2:13][CH2:14][CH2:15][NH:16]C(=O)OC(C)(C)C)[CH2:8][CH2:7][CH2:6][C:5]=2[CH:4]=[CH:3][CH:2]=1.[F:24][C:25]([F:38])([F:37])[C:26]1[CH:31]=[CH:30][N:29]2[CH:32]=[C:33]([CH:35]=O)[N:34]=[C:28]2[CH:27]=1, predict the reaction product. The product is: [N:1]1[C:10]2[CH:9]([N:11]([CH2:35][C:33]3[N:34]=[C:28]4[CH:27]=[C:26]([C:25]([F:38])([F:24])[F:37])[CH:31]=[CH:30][N:29]4[CH:32]=3)[CH2:12][CH2:13][CH2:14][CH2:15][NH2:16])[CH2:8][CH2:7][CH2:6][C:5]=2[CH:4]=[CH:3][CH:2]=1. (4) The product is: [Br:19][C:4]1[C:5]2[C:10](=[CH:9][CH:8]=[CH:7][CH:6]=2)[C:1](=[O:11])[NH:2][CH:3]=1. Given the reactants [C:1]1(=[O:11])[C:10]2[C:5](=[CH:6][CH:7]=[CH:8][CH:9]=2)[CH:4]=[CH:3][NH:2]1.C1C(=O)N([Br:19])C(=O)C1.O, predict the reaction product. (5) Given the reactants [Cl:1][C:2]1[C:10]([OH:11])=[CH:9][CH:8]=[C:7]2[C:3]=1[C:4](=O)[C:5](=O)[NH:6]2.[F:14][C:15]1[CH:28]=[CH:27][C:18]([CH2:19][C:20]2[N:21]([NH2:26])[C:22]([NH2:25])=[N:23][N:24]=2)=[CH:17][CH:16]=1, predict the reaction product. The product is: [Cl:1][C:2]1[C:10]([OH:11])=[CH:9][CH:8]=[C:7]2[C:3]=1[C:4]1[C:5]([NH:6]2)=[N:25][C:22]2=[N:23][N:24]=[C:20]([CH2:19][C:18]3[CH:27]=[CH:28][C:15]([F:14])=[CH:16][CH:17]=3)[N:21]2[N:26]=1. (6) Given the reactants [Br:1][C:2]1[CH:10]=[CH:9][C:5]([C:6]([OH:8])=O)=[C:4]([F:11])[CH:3]=1.CN(C(ON1N=NC2C=CC=NC1=2)=[N+](C)C)C.F[P-](F)(F)(F)(F)F.CCN(C(C)C)C(C)C.[OH:45][CH2:46][CH2:47][NH2:48], predict the reaction product. The product is: [Br:1][C:2]1[CH:10]=[CH:9][C:5]([C:6]([NH:48][CH2:47][CH2:46][OH:45])=[O:8])=[C:4]([F:11])[CH:3]=1.